This data is from NCI-60 drug combinations with 297,098 pairs across 59 cell lines. The task is: Regression. Given two drug SMILES strings and cell line genomic features, predict the synergy score measuring deviation from expected non-interaction effect. (1) Synergy scores: CSS=-2.08, Synergy_ZIP=-2.62, Synergy_Bliss=-10.4, Synergy_Loewe=-14.2, Synergy_HSA=-13.8. Drug 1: C1CCC(CC1)NC(=O)N(CCCl)N=O. Cell line: MDA-MB-435. Drug 2: CC12CCC3C(C1CCC2OP(=O)(O)O)CCC4=C3C=CC(=C4)OC(=O)N(CCCl)CCCl.[Na+]. (2) Cell line: UO-31. Drug 2: CN(C(=O)NC(C=O)C(C(C(CO)O)O)O)N=O. Synergy scores: CSS=-3.38, Synergy_ZIP=0.830, Synergy_Bliss=-0.902, Synergy_Loewe=-0.774, Synergy_HSA=-3.71. Drug 1: C(CC(=O)O)C(=O)CN.Cl. (3) Drug 2: CC1C(C(CC(O1)OC2CC(CC3=C2C(=C4C(=C3O)C(=O)C5=CC=CC=C5C4=O)O)(C(=O)C)O)N)O. Synergy scores: CSS=35.0, Synergy_ZIP=-5.76, Synergy_Bliss=-8.16, Synergy_Loewe=-8.04, Synergy_HSA=-6.41. Drug 1: CS(=O)(=O)C1=CC(=C(C=C1)C(=O)NC2=CC(=C(C=C2)Cl)C3=CC=CC=N3)Cl. Cell line: NCI-H522. (4) Drug 1: CC(C1=C(C=CC(=C1Cl)F)Cl)OC2=C(N=CC(=C2)C3=CN(N=C3)C4CCNCC4)N. Drug 2: C1C(C(OC1N2C=NC(=NC2=O)N)CO)O. Cell line: ACHN. Synergy scores: CSS=14.0, Synergy_ZIP=-4.52, Synergy_Bliss=1.23, Synergy_Loewe=1.21, Synergy_HSA=1.95.